Dataset: Retrosynthesis with 50K atom-mapped reactions and 10 reaction types from USPTO. Task: Predict the reactants needed to synthesize the given product. Given the product CNC(=O)C1CCc2ccccc21, predict the reactants needed to synthesize it. The reactants are: CN.O=C(O)C1CCc2ccccc21.